This data is from Forward reaction prediction with 1.9M reactions from USPTO patents (1976-2016). The task is: Predict the product of the given reaction. Given the reactants Cl[C:2]1[CH:3]=[CH:4][C:5]2[O:14][C:13]3[C:8](=[N:9][CH:10]=[CH:11][CH:12]=3)[C:6]=2[CH:7]=1.[Br-].[N:16]1[CH:21]=[CH:20][CH:19]=[CH:18][C:17]=1[Zn+], predict the reaction product. The product is: [N:16]1[CH:21]=[CH:20][CH:19]=[CH:18][C:17]=1[C:2]1[CH:3]=[CH:4][C:5]2[O:14][C:13]3[C:8](=[N:9][CH:10]=[CH:11][CH:12]=3)[C:6]=2[CH:7]=1.